This data is from Reaction yield outcomes from USPTO patents with 853,638 reactions. The task is: Predict the reaction yield, written as a fraction of the theoretical maximum amount of product (1.0 means a 100% yield; for example, 0.34 means a 34% yield). (1) The reactants are C([O:3][C:4]([C:6]12C[CH:10]1[CH2:9][N:8]([S:12]([C:15]1[CH:20]=[CH:19][C:18]([CH3:21])=[CH:17][CH:16]=1)(=[O:14])=[O:13])[CH:7]2[C:22]1[CH:27]=[CH:26][CH:25]=[CH:24][CH:23]=1)=O)C.C(OC(C1[C@H](C2C=CC=CC=2)N(S(C2C=CC(C)=CC=2)(=O)=O)CC=1)=O)C.CC(C[AlH]CC(C)C)C.CO. The catalyst is C(Cl)Cl. The product is [C:22]1([CH:7]2[C:6]([CH2:4][OH:3])=[CH:10][CH2:9][N:8]2[S:12]([C:15]2[CH:16]=[CH:17][C:18]([CH3:21])=[CH:19][CH:20]=2)(=[O:14])=[O:13])[CH:23]=[CH:24][CH:25]=[CH:26][CH:27]=1. The yield is 0.980. (2) The reactants are C[O:2][C:3](=[O:19])[C@H:4]([CH2:17][OH:18])[NH:5][C:6](=[O:16])[CH2:7][C:8]1[CH:13]=[C:12]([F:14])[CH:11]=[C:10]([F:15])[CH:9]=1.[OH-].[Li+].Cl. The catalyst is C1COCC1.[Cl-].[Na+].O. The product is [F:14][C:12]1[CH:13]=[C:8]([CH2:7][C:6]([NH:5][C@H:4]([C:3]([OH:19])=[O:2])[CH2:17][OH:18])=[O:16])[CH:9]=[C:10]([F:15])[CH:11]=1. The yield is 0.540. (3) The reactants are [CH2:1]([C:5]1[N:6]=[C:7]([CH3:27])[NH:8][C:9](=[O:26])[C:10]=1[CH2:11][C:12]1[CH:17]=[CH:16][C:15]([C:18]2[C:19]([C:24]#[N:25])=[CH:20][CH:21]=[CH:22][CH:23]=2)=[CH:14][CH:13]=1)[CH2:2][CH2:3][CH3:4].[H-].[Na+].CN(C)C=O.Cl[CH2:36][C:37]1[CH:42]=[CH:41][C:40]([O:43][CH3:44])=[CH:39][CH:38]=1. The catalyst is C(OCC)(=O)C. The product is [CH2:1]([C:5]1[N:6]=[C:7]([CH3:27])[N:8]([CH2:36][C:37]2[CH:42]=[CH:41][C:40]([O:43][CH3:44])=[CH:39][CH:38]=2)[C:9](=[O:26])[C:10]=1[CH2:11][C:12]1[CH:17]=[CH:16][C:15]([C:18]2[C:19]([C:24]#[N:25])=[CH:20][CH:21]=[CH:22][CH:23]=2)=[CH:14][CH:13]=1)[CH2:2][CH2:3][CH3:4]. The yield is 0.620. (4) The reactants are C([O:3][C:4]([C:6]1[CH:32]=[CH:31][CH:30]=[CH:29][C:7]=1[CH2:8][C:9]1[S:10][C:11]2[N:12]=[CH:13][N:14]=[C:15]([NH:18][C:19]3[CH:24]=[CH:23][C:22]([C:25]([F:28])([F:27])[F:26])=[CH:21][CH:20]=3)[C:16]=2[N:17]=1)=[CH2:5])C.Cl. The catalyst is C1COCC1.CCOC(C)=O. The product is [F:27][C:25]([F:26])([F:28])[C:22]1[CH:23]=[CH:24][C:19]([NH:18][C:15]2[C:16]3[N:17]=[C:9]([CH2:8][C:7]4[CH:29]=[CH:30][CH:31]=[CH:32][C:6]=4[C:4](=[O:3])[CH3:5])[S:10][C:11]=3[N:12]=[CH:13][N:14]=2)=[CH:20][CH:21]=1. The yield is 0.690. (5) The reactants are [NH2:1][C:2]1([CH2:17][CH3:18])[C:7](=[O:8])[N:6]([C:9]2[CH:14]=[CH:13][CH:12]=[CH:11][CH:10]=2)[C:5](=[O:15])[NH:4][C:3]1=[O:16].[F:19][C:20]1[C:21]([F:33])=[C:22]([F:32])[C:23]([F:31])=[C:24]2[C:29](=O)[O:28][C:26](=[O:27])[C:25]=12. The catalyst is C(O)(=O)C. The product is [CH2:17]([C:2]1([N:1]2[C:29](=[O:28])[C:24]3=[C:23]([F:31])[C:22]([F:32])=[C:21]([F:33])[C:20]([F:19])=[C:25]3[C:26]2=[O:27])[C:7](=[O:8])[N:6]([C:9]2[CH:14]=[CH:13][CH:12]=[CH:11][CH:10]=2)[C:5](=[O:15])[NH:4][C:3]1=[O:16])[CH3:18]. The yield is 0.600. (6) The reactants are Br[C:2]1[N:7]=[CH:6][C:5]2[CH:8]=[C:9]([C:18]3[CH:19]=[N:20][N:21]([C:23]([O:25][C:26]([CH3:29])([CH3:28])[CH3:27])=[O:24])[CH:22]=3)[N:10]([C:11]([O:13][C:14]([CH3:17])([CH3:16])[CH3:15])=[O:12])[C:4]=2[CH:3]=1.[Cl:30][C:31]1[CH:36]=[C:35]([O:37][CH3:38])[CH:34]=[CH:33][C:32]=1[NH2:39]. No catalyst specified. The product is [C:26]([O:25][C:23]([N:21]1[CH:22]=[C:18]([C:9]2[N:10]([C:11]([O:13][C:14]([CH3:16])([CH3:15])[CH3:17])=[O:12])[C:4]3[CH:3]=[C:2]([NH:39][C:32]4[CH:33]=[CH:34][C:35]([O:37][CH3:38])=[CH:36][C:31]=4[Cl:30])[N:7]=[CH:6][C:5]=3[CH:8]=2)[CH:19]=[N:20]1)=[O:24])([CH3:27])([CH3:29])[CH3:28]. The yield is 0.720. (7) The reactants are Br[C:2]1[CH:3]=[C:4]([CH:7]=[CH:8][CH:9]=1)[CH:5]=[O:6].[CH:10]1[C:15]([OH:16])=[CH:14][CH:13]=[CH:12][C:11]=1[CH3:17].C(=O)([O-])[O-].[K+].[K+].N1C2C(=CC=CC=2)C=CC=1. The catalyst is [Cu]=O.N1C=CC=CC=1. The product is [CH3:17][C:11]1[CH:10]=[C:15]([CH:14]=[CH:13][CH:12]=1)[O:16][C:2]1[CH:3]=[C:4]([CH:7]=[CH:8][CH:9]=1)[CH:5]=[O:6]. The yield is 0.720. (8) The reactants are C(OC([N:6]1[CH:15]=[C:14]([CH:16]=[O:17])[C:13]2[C:8](=[CH:9][C:10]([O:22][CH3:23])=[C:11]([O:18]C(=O)C)[CH:12]=2)[CH:7]1[CH2:24][C:25]1[CH:30]=[CH:29][CH:28]=[C:27]([O:31][CH2:32][CH3:33])[CH:26]=1)=O)C.[OH-].[K+]. The catalyst is CO. The product is [OH:18][C:11]1[CH:12]=[C:13]2[C:8](=[CH:9][C:10]=1[O:22][CH3:23])[CH:7]([CH2:24][C:25]1[CH:30]=[CH:29][CH:28]=[C:27]([O:31][CH2:32][CH3:33])[CH:26]=1)[NH:6][CH:15]=[C:14]2[CH:16]=[O:17]. The yield is 0.880.